From a dataset of Catalyst prediction with 721,799 reactions and 888 catalyst types from USPTO. Predict which catalyst facilitates the given reaction. (1) Reactant: [CH:1]1([C:7]2[C:15]3[C:10](=[CH:11][N:12]=[CH:13][CH:14]=3)[NH:9][C:8]=2[C:16]2[CH:21]=[CH:20][CH:19]=[CH:18][CH:17]=2)[CH2:6][CH2:5][CH2:4][CH2:3][CH2:2]1.Cl[CH2:23][C:24]1[O:28][N:27]=[C:26]([C:29]2[CH:34]=[CH:33][C:32]([F:35])=[CH:31][C:30]=2[C:36]([F:39])([F:38])[F:37])[CH:25]=1.[OH-].[Na+].C(N(CC)CC)C. Product: [CH:1]1([C:7]2[C:8]([C:16]3[CH:21]=[CH:20][CH:19]=[CH:18][CH:17]=3)=[N:9][C:10]3[C:15]=2[CH:14]=[CH:13][N:12]([CH2:23][C:24]2[O:28][N:27]=[C:26]([C:29]4[CH:34]=[CH:33][C:32]([F:35])=[CH:31][C:30]=4[C:36]([F:39])([F:37])[F:38])[CH:25]=2)[CH:11]=3)[CH2:2][CH2:3][CH2:4][CH2:5][CH2:6]1. The catalyst class is: 3. (2) The catalyst class is: 77. Reactant: FC(F)(F)S(O[C:7]1[C:8]([CH2:24][C:25]2[CH:30]=[CH:29][CH:28]=[CH:27][CH:26]=2)=[C:9]2[C:14](=[CH:15][CH:16]=1)[N:13]([CH3:17])[C:12](=[O:18])[N:11]([CH2:19][CH2:20][CH2:21][OH:22])[C:10]2=[O:23])(=O)=O.[F:33][C:34]([F:46])([F:45])[O:35][C:36]1[CH:37]=[C:38](B(O)O)[CH:39]=[CH:40][CH:41]=1.C([O-])([O-])=O.[K+].[K+]. Product: [CH2:24]([C:8]1[C:7]([C:38]2[CH:39]=[CH:40][CH:41]=[C:36]([O:35][C:34]([F:33])([F:45])[F:46])[CH:37]=2)=[CH:16][CH:15]=[C:14]2[C:9]=1[C:10](=[O:23])[N:11]([CH2:19][CH2:20][CH2:21][OH:22])[C:12](=[O:18])[N:13]2[CH3:17])[C:25]1[CH:26]=[CH:27][CH:28]=[CH:29][CH:30]=1. (3) Reactant: CO.[BH4-].[Na+].[CH3:5][O:6][C:7]1[CH:8]=[CH:9][C:10]2[N:11]([N:13]=[C:14]([C:28]3[CH:33]=[CH:32][C:31]([O:34][CH3:35])=[CH:30][CH:29]=3)[C:15]=2[C:16]([C:18]2[N:23]=[C:22]([C:24]([O:26][CH3:27])=[O:25])[CH:21]=[CH:20][CH:19]=2)=[O:17])[CH:12]=1.[Cl-].[NH4+]. Product: [OH:17][CH:16]([C:15]1[C:14]([C:28]2[CH:29]=[CH:30][C:31]([O:34][CH3:35])=[CH:32][CH:33]=2)=[N:13][N:11]2[CH:12]=[C:7]([O:6][CH3:5])[CH:8]=[CH:9][C:10]=12)[C:18]1[N:23]=[C:22]([C:24]([O:26][CH3:27])=[O:25])[CH:21]=[CH:20][CH:19]=1. The catalyst class is: 4. (4) Reactant: [H-].[Na+].[F:3][C:4]([F:19])([F:18])[CH:5]([C:7]1[CH:12]=[CH:11][CH:10]=[CH:9][C:8]=1[C:13]1[CH:17]=[CH:16][O:15][CH:14]=1)[OH:6].[Cl:20][C:21]1[CH:26]=[C:25](Cl)[N:24]=[CH:23][N:22]=1.O. Product: [Cl:20][C:21]1[CH:26]=[C:25]([O:6][CH:5]([C:7]2[CH:12]=[CH:11][CH:10]=[CH:9][C:8]=2[C:13]2[CH:17]=[CH:16][O:15][CH:14]=2)[C:4]([F:3])([F:18])[F:19])[N:24]=[CH:23][N:22]=1. The catalyst class is: 1. (5) Reactant: [N+:1]([O-:4])([OH:3])=[O:2].[C:5]([NH:8][C:9]1[CH:18]=[CH:17][C:12]([C:13]([O:15][CH3:16])=[O:14])=[C:11]([Cl:19])[CH:10]=1)(=[O:7])[CH3:6]. Product: [C:5]([NH:8][C:9]1[C:18]([N+:1]([O-:4])=[O:2])=[CH:17][C:12]([C:13]([O:15][CH3:16])=[O:14])=[C:11]([Cl:19])[CH:10]=1)(=[O:7])[CH3:6].[C:5]([NH:8][C:9]1[CH:18]=[CH:17][C:12]([C:13]([O:15][CH3:16])=[O:14])=[C:11]([Cl:19])[C:10]=1[N+:1]([O-:3])=[O:2])(=[O:7])[CH3:6]. The catalyst class is: 6.